Dataset: Peptide-MHC class I binding affinity with 185,985 pairs from IEDB/IMGT. Task: Regression. Given a peptide amino acid sequence and an MHC pseudo amino acid sequence, predict their binding affinity value. This is MHC class I binding data. (1) The MHC is HLA-A68:02 with pseudo-sequence HLA-A68:02. The peptide sequence is FVDGVPFVV. The binding affinity (normalized) is 0.505. (2) The binding affinity (normalized) is 0.0847. The peptide sequence is RRCPHHERC. The MHC is HLA-A26:03 with pseudo-sequence HLA-A26:03. (3) The peptide sequence is AVAKCNLNH. The MHC is HLA-A31:01 with pseudo-sequence HLA-A31:01. The binding affinity (normalized) is 0.396. (4) The peptide sequence is STSPRMLTP. The MHC is HLA-A24:02 with pseudo-sequence HLA-A24:02. The binding affinity (normalized) is 0. (5) The peptide sequence is VLLDSITRL. The MHC is HLA-A02:03 with pseudo-sequence HLA-A02:03. The binding affinity (normalized) is 1.00. (6) The peptide sequence is IYTTNDNNY. The MHC is HLA-A26:01 with pseudo-sequence HLA-A26:01. The binding affinity (normalized) is 0.0847. (7) The MHC is Mamu-A01 with pseudo-sequence Mamu-A01. The peptide sequence is SAPPGQHML. The binding affinity (normalized) is 1.00.